This data is from Forward reaction prediction with 1.9M reactions from USPTO patents (1976-2016). The task is: Predict the product of the given reaction. (1) The product is: [ClH:79].[CH:1]1([CH2:7][C:8]([NH:17][C:14]2[CH:15]=[CH:16][C:11]([NH:18][C:44]([CH:42]3[CH2:41][CH2:40][CH2:39][NH:38][CH2:43]3)=[O:45])=[CH:12][CH:13]=2)=[O:10])[CH2:2][CH2:3][CH2:4][CH2:5][CH2:6]1. Given the reactants [CH:1]1([CH2:7][C:8]([OH:10])=O)[CH2:6][CH2:5][CH2:4][CH2:3][CH2:2]1.[C:11]1([NH2:18])[CH:16]=[CH:15][C:14]([NH2:17])=[CH:13][CH:12]=1.C1N=CN(C(N2C=NC=C2)=O)C=1.CC(OC([N:38]1[CH2:43][CH:42]([C:44](O)=[O:45])[CH2:41][CH2:40][CH2:39]1)=O)(C)C.C1CCC(N=C=NC2CCCCC2)CC1.C1C=CC2N(O)N=NC=2C=1.C(O)(C(F)(F)F)=O.[ClH:79], predict the reaction product. (2) Given the reactants [Br:1][C:2]1[N:6]2[N:7]=[C:8](Cl)[CH:9]=[CH:10][C:5]2=[N:4][CH:3]=1.[NH2:12][CH2:13][CH2:14][CH2:15][OH:16].C(Cl)Cl.CO.[NH4+].[OH-], predict the reaction product. The product is: [Br:1][C:2]1[N:6]2[N:7]=[C:8]([NH:12][CH2:13][CH2:14][CH2:15][OH:16])[CH:9]=[CH:10][C:5]2=[N:4][CH:3]=1. (3) Given the reactants [C:1]([O:5][C:6](=[O:39])[CH2:7][CH2:8][C:9]1[CH:14]=[CH:13][C:12]([O:15][CH2:16][CH2:17][C:18]2[N:19]=[C:20]([C:24]3[CH:29]=[CH:28][C:27](Br)=[CH:26][CH:25]=3)[O:21][C:22]=2[CH3:23])=[CH:11][C:10]=1[CH2:31][NH:32][C:33]([O:35][CH:36]([CH3:38])[CH3:37])=[O:34])([CH3:4])([CH3:3])[CH3:2].[N:40]1[CH:45]=[CH:44][CH:43]=[C:42](B(O)O)[CH:41]=1.C1(P(C2C=CC=CC=2)C2C=CC=CC=2)C=CC=CC=1.C(=O)([O-])[O-].[Na+].[Na+], predict the reaction product. The product is: [C:1]([O:5][C:6](=[O:39])[CH2:7][CH2:8][C:9]1[CH:14]=[CH:13][C:12]([O:15][CH2:16][CH2:17][C:18]2[N:19]=[C:20]([C:24]3[CH:29]=[CH:28][C:27]([C:42]4[CH:41]=[N:40][CH:45]=[CH:44][CH:43]=4)=[CH:26][CH:25]=3)[O:21][C:22]=2[CH3:23])=[CH:11][C:10]=1[CH2:31][NH:32][C:33]([O:35][CH:36]([CH3:38])[CH3:37])=[O:34])([CH3:4])([CH3:3])[CH3:2]. (4) The product is: [F:64][C:63]1[CH:62]=[CH:61][CH:60]=[C:59]([OH:65])[C:58]=1[NH:57][C:33]([C@@H:29]1[CH2:28][CH:27]([C:18]2[C:19]([N:21]([CH3:26])[S:22]([CH3:25])(=[O:24])=[O:23])=[CH:20][C:10]3[O:9][C:8]([C:5]4[CH:4]=[CH:3][C:2]([F:1])=[CH:7][CH:6]=4)=[C:12]([C:13](=[O:16])[NH:14][CH3:15])[C:11]=3[CH:17]=2)[CH2:31][N:30]1[CH3:32])=[O:35]. Given the reactants [F:1][C:2]1[CH:7]=[CH:6][C:5]([C:8]2[O:9][C:10]3[CH:20]=[C:19]([N:21]([CH3:26])[S:22]([CH3:25])(=[O:24])=[O:23])[C:18]([CH:27]4[CH2:31][N:30]([CH3:32])[C@H:29]([C:33]([OH:35])=O)[CH2:28]4)=[CH:17][C:11]=3[C:12]=2[C:13](=[O:16])[NH:14][CH3:15])=[CH:4][CH:3]=1.C1C=CC2N(O)N=NC=2C=1.CCN=C=NCCCN(C)C.[NH2:57][C:58]1[C:63]([F:64])=[CH:62][CH:61]=[CH:60][C:59]=1[OH:65], predict the reaction product. (5) Given the reactants [CH:1]1(/[C:6](/[N:10]2[CH:14]=[C:13]([C:15]3[C:16]4[CH:23]=[CH:22][N:21]([CH2:24]OCC[Si](C)(C)C)[C:17]=4[N:18]=[CH:19][N:20]=3)[CH:12]=[N:11]2)=[CH:7]/[C:8]#[N:9])[CH2:5][CH2:4][CH2:3][CH2:2]1.[CH:32]1([CH:37]=CC#N)[CH2:36]CC[CH2:33]1.CS(C)=O.[C:45](=[O:48])([O-])[O-:46].[K+].[K+], predict the reaction product. The product is: [C:45]([O:46][CH2:24][N:21]1[C:17]2[N:18]=[CH:19][N:20]=[C:15]([C:13]3[CH:12]=[N:11][N:10]([CH:6]([CH:1]4[CH2:5][CH2:4][CH2:3][CH2:2]4)[CH2:7][C:8]#[N:9])[CH:14]=3)[C:16]=2[CH:23]=[CH:22]1)(=[O:48])[C:32]([CH3:37])([CH3:36])[CH3:33]. (6) Given the reactants [CH3:1][C:2]1[O:6][N:5]=[CH:4][C:3]=1[NH2:7].[CH3:8][N:9]1[CH2:14][CH2:13][C:12](=O)[CH2:11][CH2:10]1.C([BH3-])#N.[Na+].[C:20]([NH2:23])(=[O:22])[CH3:21], predict the reaction product. The product is: [C:20]([NH2:23])(=[O:22])[CH3:21].[C:2]([C:3]1[N:7]([CH:12]2[CH2:13][CH2:14][N:9]([CH3:8])[CH2:10][CH2:11]2)[C:20]([CH3:21])=[N:5][CH:4]=1)(=[O:6])[CH3:1]. (7) Given the reactants [CH2:1]([O:3][C@H:4]([C:17]([O:19][CH2:20][CH3:21])=[O:18])[CH2:5][C:6]1[CH:16]=[CH:15][C:9]([O:10][CH2:11][C:12]([OH:14])=O)=[CH:8][CH:7]=1)[CH3:2].[F:22][C:23]1[CH:39]=[C:38]([F:40])[CH:37]=[CH:36][C:24]=1[CH2:25][NH:26][CH2:27][C:28]1[CH:33]=[CH:32][C:31]([CH2:34][CH3:35])=[CH:30][CH:29]=1.C(N(CC)C(C)C)(C)C.F[B-](F)(F)F.N1(OC(N(C)C)=[N+](C)C)C2C=CC=CC=2N=N1, predict the reaction product. The product is: [F:22][C:23]1[CH:39]=[C:38]([F:40])[CH:37]=[CH:36][C:24]=1[CH2:25][N:26]([CH2:27][C:28]1[CH:33]=[CH:32][C:31]([CH2:34][CH3:35])=[CH:30][CH:29]=1)[C:12](=[O:14])[CH2:11][O:10][C:9]1[CH:8]=[CH:7][C:6]([CH2:5][C@H:4]([O:3][CH2:1][CH3:2])[C:17]([O:19][CH2:20][CH3:21])=[O:18])=[CH:16][CH:15]=1. (8) Given the reactants [F:1][C:2]1[CH:24]=[C:23]([N+:25]([O-])=O)[CH:22]=[CH:21][C:3]=1[NH:4][C:5]1[CH:6]=[CH:7][C:8]2[C:14](=[O:15])[C:13]3[CH:16]=[CH:17][CH:18]=[CH:19][C:12]=3[CH2:11][O:10][C:9]=2[CH:20]=1.Cl.[Sn], predict the reaction product. The product is: [F:1][C:2]1[CH:24]=[C:23]([NH2:25])[CH:22]=[CH:21][C:3]=1[NH:4][C:5]1[CH:6]=[CH:7][C:8]2[C:14](=[O:15])[C:13]3[CH:16]=[CH:17][CH:18]=[CH:19][C:12]=3[CH2:11][O:10][C:9]=2[CH:20]=1. (9) The product is: [OH:2][CH2:3][CH2:4][CH:5]1[NH:10][CH2:9][CH2:8][N:7]([C:11]([O:13][C:14]([CH3:17])([CH3:16])[CH3:15])=[O:12])[CH2:6]1. Given the reactants C[O:2][C:3](=O)[CH2:4][CH:5]1[NH:10][CH2:9][CH2:8][N:7]([C:11]([O:13][C:14]([CH3:17])([CH3:16])[CH3:15])=[O:12])[CH2:6]1.[H-].[H-].[H-].[H-].[Li+].[Al+3], predict the reaction product.